This data is from Full USPTO retrosynthesis dataset with 1.9M reactions from patents (1976-2016). The task is: Predict the reactants needed to synthesize the given product. (1) Given the product [Cl:1][C:2]1[N:7]=[C:6]([NH:8][CH2:9][CH3:10])[C:5]([NH2:11])=[CH:4][N:3]=1, predict the reactants needed to synthesize it. The reactants are: [Cl:1][C:2]1[N:7]=[C:6]([NH:8][CH2:9][CH3:10])[C:5]([N+:11]([O-])=O)=[CH:4][N:3]=1.[H][H]. (2) Given the product [CH3:12][O:11][C:4]1[N:3]=[C:2]([NH2:15])[C:7]([N+:8]([O-:10])=[O:9])=[CH:6][CH:5]=1, predict the reactants needed to synthesize it. The reactants are: Cl[C:2]1[C:7]([N+:8]([O-:10])=[O:9])=[CH:6][CH:5]=[C:4]([O:11][CH3:12])[N:3]=1.CO.[NH3:15]. (3) Given the product [C:1]([NH:4][CH2:5][CH2:6][CH2:7][S:8]([O:11][CH2:12][C:13]([CH3:34])([CH3:35])[C@@H:14]([OH:26])[C:15]([O:17][CH2:18][CH2:19][O:20][C:21]([O:23][CH2:24][CH3:25])=[O:22])=[O:16])(=[O:9])=[O:10])(=[O:3])[CH3:2], predict the reactants needed to synthesize it. The reactants are: [C:1]([NH:4][CH2:5][CH2:6][CH2:7][S:8]([O:11][CH2:12][C:13]([CH3:35])([CH3:34])[C@@H:14]([O:26]CC1C=CC=CC=1)[C:15]([O:17][CH2:18][CH2:19][O:20][C:21]([O:23][CH2:24][CH3:25])=[O:22])=[O:16])(=[O:10])=[O:9])(=[O:3])[CH3:2].C(O)(=O)C. (4) Given the product [Br:22][C:19]1[N:18]=[CH:17][C:16]([C:15]([CH:7]2[CH2:8][C:2]3[S:1][CH:5]=[CH:4][C:3]=3[C:6]2=[O:9])=[O:14])=[CH:21][CH:20]=1, predict the reactants needed to synthesize it. The reactants are: [S:1]1[CH:5]=[CH:4][C:3]2[C:6](=[O:9])[CH2:7][CH2:8][C:2]1=2.[H-].[Na+].C([O:14][C:15](=O)[C:16]1[CH:21]=[CH:20][C:19]([Br:22])=[N:18][CH:17]=1)C.Cl. (5) Given the product [N:26]([C@H:6]1[C@H:10]([O:11][C:12]2[CH:17]=[CH:16][C:15]([Cl:18])=[C:14]([F:19])[CH:13]=2)[CH2:9][N:8]([CH3:20])[CH2:7]1)=[N+:27]=[N-:28], predict the reactants needed to synthesize it. The reactants are: CS(O[C@H:6]1[C@@H:10]([O:11][C:12]2[CH:17]=[CH:16][C:15]([Cl:18])=[C:14]([F:19])[CH:13]=2)[CH2:9][N:8]([CH3:20])[CH2:7]1)(=O)=O.CN(C=O)C.[N-:26]=[N+:27]=[N-:28].[Na+]. (6) The reactants are: [Cl:1][C:2]1[CH:7]=[CH:6][C:5]([C:8]2[NH:12][CH:11]=[C:10]([CH2:13][N:14]([CH3:22])[C:15](=[O:21])[O:16][C:17]([CH3:20])([CH3:19])[CH3:18])[CH:9]=2)=[C:4]([F:23])[CH:3]=1.[H-].[Na+].C1OCCOCCOCCOCCOC1.Cl.[N:42]1[CH:47]=[CH:46][CH:45]=[C:44]([S:48](Cl)(=[O:50])=[O:49])[CH:43]=1. Given the product [Cl:1][C:2]1[CH:7]=[CH:6][C:5]([C:8]2[N:12]([S:48]([C:44]3[CH:43]=[N:42][CH:47]=[CH:46][CH:45]=3)(=[O:50])=[O:49])[CH:11]=[C:10]([CH2:13][N:14]([CH3:22])[C:15](=[O:21])[O:16][C:17]([CH3:18])([CH3:19])[CH3:20])[CH:9]=2)=[C:4]([F:23])[CH:3]=1, predict the reactants needed to synthesize it. (7) Given the product [O:1]([C:8]1[CH:13]=[CH:12][CH:11]=[CH:10][C:9]=1[C:14]12[CH2:21][CH2:20][C:17]([CH2:22][CH2:23][OH:24])([CH2:18][CH2:19]1)[CH2:16][O:15]2)[C:2]1[CH:3]=[CH:4][CH:5]=[CH:6][CH:7]=1, predict the reactants needed to synthesize it. The reactants are: [O:1]([C:8]1[CH:13]=[CH:12][CH:11]=[CH:10][C:9]=1[C:14]12[CH2:21][CH2:20][C:17]([CH2:22][CH:23]=[O:24])([CH2:18][CH2:19]1)[CH2:16][O:15]2)[C:2]1[CH:7]=[CH:6][CH:5]=[CH:4][CH:3]=1.CC(C[AlH]CC(C)C)C.